This data is from NCI-60 drug combinations with 297,098 pairs across 59 cell lines. The task is: Regression. Given two drug SMILES strings and cell line genomic features, predict the synergy score measuring deviation from expected non-interaction effect. Cell line: OVCAR-8. Synergy scores: CSS=41.8, Synergy_ZIP=2.68, Synergy_Bliss=2.92, Synergy_Loewe=-44.8, Synergy_HSA=2.12. Drug 1: CC1=CC2C(CCC3(C2CCC3(C(=O)C)OC(=O)C)C)C4(C1=CC(=O)CC4)C. Drug 2: CC=C1C(=O)NC(C(=O)OC2CC(=O)NC(C(=O)NC(CSSCCC=C2)C(=O)N1)C(C)C)C(C)C.